From a dataset of Full USPTO retrosynthesis dataset with 1.9M reactions from patents (1976-2016). Predict the reactants needed to synthesize the given product. (1) Given the product [C:1]([O:5][C:6]([N:8]1[CH2:9][CH2:10][C:11]2([C:14]3[CH:19]=[CH:18][CH:17]=[C:16]([O:20][CH3:21])[CH:15]=3)[CH:12]([O:30]2)[CH2:13]1)=[O:7])([CH3:4])([CH3:3])[CH3:2], predict the reactants needed to synthesize it. The reactants are: [C:1]([O:5][C:6]([N:8]1[CH2:13][CH:12]=[C:11]([C:14]2[CH:19]=[CH:18][CH:17]=[C:16]([O:20][CH3:21])[CH:15]=2)[CH2:10][CH2:9]1)=[O:7])([CH3:4])([CH3:3])[CH3:2].C1C=C(Cl)C=C(C(OO)=[O:30])C=1. (2) Given the product [CH3:38][O:39][C:40]([C@@H:42]1[C@@H:46]([C:47]2[CH:52]=[CH:51][CH:50]=[CH:49][CH:48]=2)[CH2:45][N:44]([C:13](=[O:15])[C@@H:9]([NH:8][C:1]([O:3][C:4]([CH3:5])([CH3:6])[CH3:7])=[O:2])[CH:10]([CH3:11])[CH3:12])[CH2:43]1)=[O:41], predict the reactants needed to synthesize it. The reactants are: [C:1]([NH:8][C@H:9]([C:13]([OH:15])=O)[CH:10]([CH3:12])[CH3:11])([O:3][C:4]([CH3:7])([CH3:6])[CH3:5])=[O:2].CN(C(ON1N=NC2C=CC=CC1=2)=[N+](C)C)C.[B-](F)(F)(F)F.[CH3:38][O:39][C:40]([C@@H:42]1[C@@H:46]([C:47]2[CH:52]=[CH:51][CH:50]=[CH:49][CH:48]=2)[CH2:45][NH:44][CH2:43]1)=[O:41]. (3) The reactants are: [C:1]([OH:7])([C:3]([F:6])([F:5])[F:4])=[O:2].Br[C:9]1[CH:10]=[C:11]2[C@:22]3([N:27]=[C:26]([NH2:28])[CH2:25][O:24][CH2:23]3)[C:21]3[CH:20]=[C:19]([N:29]4[CH2:34][CH2:33][O:32][CH2:31][CH2:30]4)[N:18]=[C:17]([F:35])[C:16]=3[O:15][C:12]2=[CH:13][CH:14]=1.[F:36][C:37]1[C:42](B(O)O)=[CH:41][CH:40]=[CH:39][N:38]=1.P([O-])([O-])([O-])=O.[K+].[K+].[K+]. Given the product [F:4][C:3]([F:6])([F:5])[C:1]([OH:7])=[O:2].[F:35][C:17]1[C:16]2[O:15][C:12]3[C:11]([C@:22]4([N:27]=[C:26]([NH2:28])[CH2:25][O:24][CH2:23]4)[C:21]=2[CH:20]=[C:19]([N:29]2[CH2:30][CH2:31][O:32][CH2:33][CH2:34]2)[N:18]=1)=[CH:10][C:9]([C:42]1[C:37]([F:36])=[N:38][CH:39]=[CH:40][CH:41]=1)=[CH:14][CH:13]=3, predict the reactants needed to synthesize it. (4) Given the product [N:4]1([C:8]([C:10]2[N:11]=[CH:12][C:13]([O:16][C:17]3[CH:18]=[C:19]([CH:24]=[C:25]([O:27][C@@H:28]([CH3:34])[CH2:29][O:30][CH:31]([F:32])[F:33])[CH:26]=3)[C:20]([OH:22])=[O:21])=[N:14][CH:15]=2)=[O:9])[CH2:5][CH2:6][CH2:7]1, predict the reactants needed to synthesize it. The reactants are: O.[OH-].[Li+].[N:4]1([C:8]([C:10]2[N:11]=[CH:12][C:13]([O:16][C:17]3[CH:18]=[C:19]([CH:24]=[C:25]([O:27][C@@H:28]([CH3:34])[CH2:29][O:30][CH:31]([F:33])[F:32])[CH:26]=3)[C:20]([O:22]C)=[O:21])=[N:14][CH:15]=2)=[O:9])[CH2:7][CH2:6][CH2:5]1. (5) Given the product [CH2:15]([N:3]([CH2:1][CH3:2])[CH2:4][CH2:5][CH2:6][O:7][C:8]1[CH:9]=[CH:10][C:11]([NH:14][CH:28]=[C:20]2[C:19]3[C:23](=[CH:24][CH:25]=[CH:26][C:18]=3[CH3:17])[NH:22][C:21]2=[O:27])=[CH:12][CH:13]=1)[CH3:16], predict the reactants needed to synthesize it. The reactants are: [CH2:1]([N:3]([CH2:15][CH3:16])[CH2:4][CH2:5][CH2:6][O:7][C:8]1[CH:13]=[CH:12][C:11]([NH2:14])=[CH:10][CH:9]=1)[CH3:2].[CH3:17][C:18]1[CH:26]=[CH:25][CH:24]=[C:23]2[C:19]=1[C:20](=[CH:28]O)[C:21](=[O:27])[NH:22]2. (6) Given the product [C:1]([O:4][C@@H:5]1[C@H:9]([O:10][C:11](=[O:13])[CH3:12])[C@@H:8]([C:14]#[CH:15])[O:7][C@H:6]1[N:16]1[CH:24]=[N:23][C:22]2[C:17]1=[N:18][CH:19]=[N:20][C:21]=2[NH:29][C:28]1[CH:30]=[CH:31][CH:32]=[CH:33][C:27]=1[CH3:26])(=[O:3])[CH3:2], predict the reactants needed to synthesize it. The reactants are: [C:1]([O:4][C@@H:5]1[C@H:9]([O:10][C:11](=[O:13])[CH3:12])[C@@H:8]([C:14]#[CH:15])[O:7][C@H:6]1[N:16]1[CH:24]=[N:23][C:22]2[C:17]1=[N:18][CH:19]=[N:20][C:21]=2Cl)(=[O:3])[CH3:2].[CH3:26][C:27]1[CH:33]=[CH:32][CH:31]=[CH:30][C:28]=1[NH2:29].